Dataset: NCI-60 drug combinations with 297,098 pairs across 59 cell lines. Task: Regression. Given two drug SMILES strings and cell line genomic features, predict the synergy score measuring deviation from expected non-interaction effect. (1) Drug 1: CC1C(C(CC(O1)OC2CC(CC3=C2C(=C4C(=C3O)C(=O)C5=C(C4=O)C(=CC=C5)OC)O)(C(=O)CO)O)N)O.Cl. Drug 2: C1=CC(=CC=C1CC(C(=O)O)N)N(CCCl)CCCl.Cl. Cell line: HCC-2998. Synergy scores: CSS=25.1, Synergy_ZIP=-7.81, Synergy_Bliss=-4.61, Synergy_Loewe=-0.878, Synergy_HSA=-0.298. (2) Drug 1: C1=CC=C(C=C1)NC(=O)CCCCCCC(=O)NO. Drug 2: CC1C(C(CC(O1)OC2CC(CC3=C2C(=C4C(=C3O)C(=O)C5=C(C4=O)C(=CC=C5)OC)O)(C(=O)CO)O)N)O.Cl. Cell line: MALME-3M. Synergy scores: CSS=46.1, Synergy_ZIP=-5.00, Synergy_Bliss=-2.78, Synergy_Loewe=-1.84, Synergy_HSA=1.33. (3) Drug 1: C1=C(C(=O)NC(=O)N1)N(CCCl)CCCl. Drug 2: C1=CN(C(=O)N=C1N)C2C(C(C(O2)CO)O)O.Cl. Cell line: OVCAR3. Synergy scores: CSS=32.4, Synergy_ZIP=-13.3, Synergy_Bliss=-2.95, Synergy_Loewe=-29.7, Synergy_HSA=1.19. (4) Drug 1: CN(C)N=NC1=C(NC=N1)C(=O)N. Drug 2: C1=CC=C(C=C1)NC(=O)CCCCCCC(=O)NO. Cell line: NCIH23. Synergy scores: CSS=6.70, Synergy_ZIP=-5.07, Synergy_Bliss=-4.39, Synergy_Loewe=-9.68, Synergy_HSA=-3.44. (5) Drug 1: C1CCC(CC1)NC(=O)N(CCCl)N=O. Drug 2: C1=CC(=CC=C1CC(C(=O)O)N)N(CCCl)CCCl.Cl. Cell line: PC-3. Synergy scores: CSS=22.5, Synergy_ZIP=-5.33, Synergy_Bliss=-1.70, Synergy_Loewe=-3.68, Synergy_HSA=-1.72.